The task is: Regression. Given a peptide amino acid sequence and an MHC pseudo amino acid sequence, predict their binding affinity value. This is MHC class II binding data.. This data is from Peptide-MHC class II binding affinity with 134,281 pairs from IEDB. The peptide sequence is YDSFLANVSTVLTGK. The MHC is DRB1_0405 with pseudo-sequence DRB1_0405. The binding affinity (normalized) is 0.201.